This data is from HIV replication inhibition screening data with 41,000+ compounds from the AIDS Antiviral Screen. The task is: Binary Classification. Given a drug SMILES string, predict its activity (active/inactive) in a high-throughput screening assay against a specified biological target. (1) The compound is COc1nc(O)c2c(n1)NC(c1ccccc1)CC(c1ccccc1)=N2. The result is 0 (inactive). (2) The compound is COC(=O)NC1=Nc2ccccc2-c2ccccc2N1. The result is 0 (inactive). (3) The drug is CC(C)=NNc1cnnc2ccc([N+](=O)[O-])cc12. The result is 0 (inactive). (4) The molecule is Cl[Pd-2]1(Cl)NCC[N+]12CC2. The result is 0 (inactive). (5) The compound is O=C1CCCCCC1=Cc1cccc(F)c1. The result is 0 (inactive). (6) The molecule is O=Nc1ccc(O)cc1O. The result is 0 (inactive). (7) The compound is O=C(NC1C=Nc2ccc([N+](=O)[O-])cc2NC1=O)c1ccc(Cl)cc1. The result is 0 (inactive).